Predict the reactants needed to synthesize the given product. From a dataset of Full USPTO retrosynthesis dataset with 1.9M reactions from patents (1976-2016). (1) Given the product [C:18]([C:20]1[CH:21]=[C:22]([CH:29]=[CH:30][CH:31]=1)[C:23]([C:2]1[CH:10]=[CH:9][C:8]([O:11][CH3:12])=[CH:7][C:3]=1[C:4]([OH:6])=[O:5])=[O:24])#[N:19], predict the reactants needed to synthesize it. The reactants are: Br[C:2]1[CH:10]=[CH:9][C:8]([O:11][CH3:12])=[CH:7][C:3]=1[C:4]([OH:6])=[O:5].[Li]CCCC.[C:18]([C:20]1[CH:21]=[C:22]([CH:29]=[CH:30][CH:31]=1)[C:23](N(OC)C)=[O:24])#[N:19].Cl. (2) The reactants are: C(NC(C)C)(C)C.C([Li])CCC.[CH3:13][O:14][CH:15](P(=O)(C1C=CC=CC=1)C1C=CC=CC=1)[O:16]C.[Cl:32][C:33]1[C:38]([CH:39]=O)=[CH:37][C:36]([Cl:41])=[CH:35][N:34]=1.CC(C)([O-])C.[K+].Cl. Given the product [CH3:13][O:14][C:15](=[O:16])[CH2:39][C:38]1[C:33]([Cl:32])=[N:34][CH:35]=[C:36]([Cl:41])[CH:37]=1, predict the reactants needed to synthesize it. (3) Given the product [CH2:21]([O:1][C:2]1[C:10]2[CH:9]=[C:8]([C:11]3[O:15][N:14]=[C:13]([CH3:16])[CH:12]=3)[O:7][C:6]=2[CH:5]=[CH:4][CH:3]=1)[C@H:22]1[O:24][CH2:23]1, predict the reactants needed to synthesize it. The reactants are: [OH:1][C:2]1[C:10]2[CH:9]=[C:8]([C:11]3[O:15][N:14]=[C:13]([CH3:16])[CH:12]=3)[O:7][C:6]=2[CH:5]=[CH:4][CH:3]=1.S(C1C=CC([N+]([O-])=O)=CC=1)(O[CH2:21][C@H:22]1[O:24][CH2:23]1)(=O)=O.C(=O)([O-])[O-].[K+].[K+]. (4) Given the product [C:1]([O:5][C:6](=[O:16])[NH:7][CH2:8][C:9]1[CH:14]=[CH:13][CH:12]=[C:11]([O:15][C:18]2[CH:23]=[CH:22][C:21]([N+:24]([O-:26])=[O:25])=[CH:20][N:19]=2)[CH:10]=1)([CH3:4])([CH3:2])[CH3:3], predict the reactants needed to synthesize it. The reactants are: [C:1]([O:5][C:6](=[O:16])[NH:7][CH2:8][C:9]1[CH:14]=[CH:13][CH:12]=[C:11]([OH:15])[CH:10]=1)([CH3:4])([CH3:3])[CH3:2].F[C:18]1[CH:23]=[CH:22][C:21]([N+:24]([O-:26])=[O:25])=[CH:20][N:19]=1.C([O-])([O-])=O.[K+].[K+].O. (5) Given the product [NH:9]([C:7]1[C:6]([C:16]([OH:18])=[O:17])=[CH:5][N:4]=[C:3]([S:2][CH3:1])[N:8]=1)[C:10]1[CH:15]=[CH:14][CH:13]=[CH:12][CH:11]=1, predict the reactants needed to synthesize it. The reactants are: [CH3:1][S:2][C:3]1[N:8]=[C:7]([NH:9][C:10]2[CH:15]=[CH:14][CH:13]=[CH:12][CH:11]=2)[C:6]([C:16]([O:18]CC)=[O:17])=[CH:5][N:4]=1.[OH-].[Li+]. (6) Given the product [ClH:22].[N+:19]([C:15]1[CH:14]=[C:13]([CH:18]=[CH:17][CH:16]=1)[CH2:12][C@H:9]1[CH2:10][S:7][C:6]([NH2:5])=[N:8]1)([O-:21])=[O:20], predict the reactants needed to synthesize it. The reactants are: C([NH:5][C:6]([NH:8][C@@H:9]([CH2:12][C:13]1[CH:18]=[CH:17][CH:16]=[C:15]([N+:19]([O-:21])=[O:20])[CH:14]=1)[CH2:10]O)=[S:7])(C)(C)C.[ClH:22]. (7) Given the product [CH2:10]([N:9]([CH2:16][CH2:17][CH2:18][CH2:19][CH2:20][CH3:21])[C:3]1[CH:4]=[CH:5][C:6]([NH:8][C:26](=[O:27])[CH2:25][C:22](=[O:24])[CH3:23])=[CH:7][C:2]=1[F:1])[CH2:11][CH2:12][CH2:13][CH2:14][CH3:15], predict the reactants needed to synthesize it. The reactants are: [F:1][C:2]1[CH:7]=[C:6]([NH2:8])[CH:5]=[CH:4][C:3]=1[N:9]([CH2:16][CH2:17][CH2:18][CH2:19][CH2:20][CH3:21])[CH2:10][CH2:11][CH2:12][CH2:13][CH2:14][CH3:15].[C:22]([CH:25]=[C:26]=[O:27])(=[O:24])[CH3:23]. (8) Given the product [C:1]1([C:7]2[O:11][N:10]=[C:9]([C:12]3[O:16][N:15]=[C:14]4[C:17]5[C:22]([CH2:23][CH2:24][C:13]=34)=[CH:21][C:20]([CH2:25][N:33]3[CH2:32][CH2:31][C@@H:35]([OH:36])[CH2:34]3)=[CH:19][CH:18]=5)[C:8]=2[C:27]([F:29])([F:30])[F:28])[CH:2]=[CH:3][CH:4]=[CH:5][CH:6]=1, predict the reactants needed to synthesize it. The reactants are: [C:1]1([C:7]2[O:11][N:10]=[C:9]([C:12]3[O:16][N:15]=[C:14]4[C:17]5[C:22]([CH2:23][CH2:24][C:13]=34)=[CH:21][C:20]([CH:25]=O)=[CH:19][CH:18]=5)[C:8]=2[C:27]([F:30])([F:29])[F:28])[CH:6]=[CH:5][CH:4]=[CH:3][CH:2]=1.[CH2:31]1[C@@H:35]([OH:36])[CH2:34][NH:33][CH2:32]1.C(O[BH-](OC(=O)C)OC(=O)C)(=O)C.[Na+].